The task is: Predict the reactants needed to synthesize the given product.. This data is from Full USPTO retrosynthesis dataset with 1.9M reactions from patents (1976-2016). (1) Given the product [ClH:1].[CH2:6]([N:37]1[C:30]2[C:29]([O:28][CH2:27][C:26]3[CH:40]=[CH:41][C:23]([Cl:22])=[CH:24][CH:25]=3)=[CH:34][N:33]=[CH:32][C:31]=2[C:35]([CH3:39])=[C:36]1[CH3:38])[C:5]1[CH:19]=[CH:20][CH:2]=[CH:3][CH:4]=1, predict the reactants needed to synthesize it. The reactants are: [Cl:1][C:2]1[CH:20]=[CH:19][C:5]([CH2:6]OC2C3NC(C)=C(C)C=3C=NC=2)=[CH:4][CH:3]=1.Cl.[Cl:22][C:23]1[CH:41]=[CH:40][C:26]([CH2:27][O:28][C:29]2[C:30]3[NH:37][C:36]([CH3:38])=[C:35]([CH3:39])[C:31]=3[CH:32]=[N:33][CH:34]=2)=[CH:25][CH:24]=1.C(=O)(O)[O-].[Na+].C(Br)C1C=CC=CC=1. (2) Given the product [CH:36]1([N:33]2[C:34]3[C:29](=[CH:28][C:27]([F:43])=[CH:26][N:35]=3)[C:30](=[O:42])[C:31]([C:39]([OH:41])=[O:40])=[C:32]2[N:11]2[CH2:12][CH2:13][N:8]([C:7]3[CH:6]=[CH:5][C:4]([N:14]4[CH2:18][C@H:17]([CH2:19][NH:20][C:21]([NH2:23])=[S:22])[O:16][C:15]4=[O:24])=[CH:3][C:2]=3[F:1])[CH2:9][CH2:10]2)[CH2:37][CH2:38]1, predict the reactants needed to synthesize it. The reactants are: [F:1][C:2]1[CH:3]=[C:4]([N:14]2[CH2:18][C@H:17]([CH2:19][NH:20][C:21]([NH2:23])=[S:22])[O:16][C:15]2=[O:24])[CH:5]=[CH:6][C:7]=1[N:8]1[CH2:13][CH2:12][NH:11][CH2:10][CH2:9]1.Cl[C:26]1[N:35]=[C:34]2[C:29]([C:30](=[O:42])[C:31]([C:39]([OH:41])=[O:40])=[CH:32][N:33]2[CH:36]2[CH2:38][CH2:37]2)=[CH:28][C:27]=1[F:43].C[Si](C)(C)Cl.C(N(CC)CC)C. (3) Given the product [ClH:1].[N:15]1([CH2:14][CH2:13][C:22]2[CH:31]=[CH:30][C:25]3[C:26](=[O:29])[O:27][CH2:28][C:24]=3[C:23]=2[C:32]([F:35])([F:34])[F:33])[CH2:20][CH2:19][NH:18][CH2:17][CH2:16]1, predict the reactants needed to synthesize it. The reactants are: [ClH:1].CC1C2COC(=O)C=2C=CC=1[CH2:13][CH2:14][N:15]1[CH2:20][CH2:19][NH:18][CH2:17][CH2:16]1.Br[C:22]1[CH:31]=[CH:30][C:25]2[C:26](=[O:29])[O:27][CH2:28][C:24]=2[C:23]=1[C:32]([F:35])([F:34])[F:33].